This data is from Forward reaction prediction with 1.9M reactions from USPTO patents (1976-2016). The task is: Predict the product of the given reaction. (1) Given the reactants [Br:1][C:2]1[CH:7]=[C:6]([F:8])[CH:5]=[C:4](F)[CH:3]=1.C(=O)([O-])[O-].[K+].[K+].[OH:16][C:17]1[CH:18]=[N:19][CH:20]=[CH:21][CH:22]=1, predict the reaction product. The product is: [Br:1][C:2]1[CH:3]=[C:4]([CH:5]=[C:6]([F:8])[CH:7]=1)[O:16][C:17]1[CH:18]=[N:19][CH:20]=[CH:21][CH:22]=1. (2) Given the reactants [Cl:1][C:2]1[S:6][C:5]([NH:7][C:8](=[O:23])[N:9]([C@H:16]2[CH2:21][CH2:20][C@H:19]([CH3:22])[CH2:18][CH2:17]2)[CH:10]2[CH2:15][CH2:14][NH:13][CH2:12][CH2:11]2)=[N:4][CH:3]=1.[N:24]1([C:30](Cl)=[O:31])[CH2:29][CH2:28][CH2:27][CH2:26][CH2:25]1, predict the reaction product. The product is: [Cl:1][C:2]1[S:6][C:5]([NH:7][C:8](=[O:23])[N:9]([C@H:16]2[CH2:21][CH2:20][C@H:19]([CH3:22])[CH2:18][CH2:17]2)[CH:10]2[CH2:11][CH2:12][N:13]([C:30]([N:24]3[CH2:29][CH2:28][CH2:27][CH2:26][CH2:25]3)=[O:31])[CH2:14][CH2:15]2)=[N:4][CH:3]=1. (3) Given the reactants [C:1]([O:5][C:6]([N:8]1[CH2:13][CH2:12][CH:11]([NH:14][S:15]([C:18]2[C:27]3[C:22](=[CH:23][CH:24]=[CH:25][CH:26]=3)[C:21](F)=[CH:20][CH:19]=2)(=[O:17])=[O:16])[CH2:10][CH2:9]1)=[O:7])([CH3:4])([CH3:3])[CH3:2].[C-:29]#[N:30].CO, predict the reaction product. The product is: [C:1]([O:5][C:6]([N:8]1[CH2:13][CH2:12][CH:11]([NH:14][S:15]([C:18]2[C:27]3[C:22](=[CH:23][CH:24]=[CH:25][CH:26]=3)[C:21]([C:29]#[N:30])=[CH:20][CH:19]=2)(=[O:17])=[O:16])[CH2:10][CH2:9]1)=[O:7])([CH3:4])([CH3:3])[CH3:2]. (4) Given the reactants [CH3:1][O:2][C:3](=[O:16])[C:4]1[CH:9]=[C:8]([I:10])[CH:7]=[CH:6][C:5]=1[O:11][CH:12]([CH3:15])[C:13]#[CH:14], predict the reaction product. The product is: [CH3:1][O:2][C:3]([C:4]1[CH:9]=[C:8]([I:10])[CH:7]=[C:6]2[C:5]=1[O:11][CH:12]([CH3:15])[CH:13]=[CH:14]2)=[O:16]. (5) Given the reactants CS(Cl)(=O)=O.[C:6]([O:10][C:11](=[O:33])[N:12]([CH2:22][C:23]([C:26]1[CH:31]=[CH:30][C:29]([F:32])=[CH:28][CH:27]=1)([CH3:25])[CH3:24])[C:13]1[CH:18]=[CH:17][C:16]([CH2:19][CH2:20]O)=[CH:15][N:14]=1)([CH3:9])([CH3:8])[CH3:7].C[N:35](CCN(C)C)C.[N-]=[N+]=[N-].[Na+], predict the reaction product. The product is: [NH2:35][CH2:20][CH2:19][C:16]1[CH:17]=[CH:18][C:13]([N:12]([CH2:22][C:23]([C:26]2[CH:27]=[CH:28][C:29]([F:32])=[CH:30][CH:31]=2)([CH3:24])[CH3:25])[C:11](=[O:33])[O:10][C:6]([CH3:9])([CH3:7])[CH3:8])=[N:14][CH:15]=1. (6) Given the reactants I(O)(=O)(=O)=[O:2].CC1[CH:8]=[CH:9][C:10]([N+:17]([O-:19])=[O:18])=[C:11]([CH:16]=1)[C:12]([O:14][CH3:15])=[O:13].[CH:20]([OH:23])([CH3:22])C, predict the reaction product. The product is: [CH3:15][O:14][C:12]([C:11]1[CH:16]=[C:22]([CH:8]=[CH:9][C:10]=1[N+:17]([O-:19])=[O:18])[C:20]([OH:23])=[O:2])=[O:13]. (7) The product is: [NH2:9][C:8]1[C:7]2[N:6]=[CH:5][C:4]([C:10]#[C:11][C:12]3[CH:22]=[CH:21][C:15]([C:16]([O:18][CH2:19][CH3:20])=[O:17])=[CH:14][C:13]=3[CH3:23])=[CH:3][C:2]=2[C:28]2[CH:27]=[CH:26][C:25]([CH3:24])=[CH:30][C:29]=2[N:31]=1. Given the reactants Cl[C:2]1[CH:3]=[C:4]([C:10]#[C:11][C:12]2[CH:22]=[CH:21][C:15]([C:16]([O:18][CH2:19][CH3:20])=[O:17])=[CH:14][C:13]=2[CH3:23])[CH:5]=[N:6][C:7]=1[C:8]#[N:9].[CH3:24][C:25]1[CH:26]=[CH:27][C:28](B2OC(C)(C)C(C)(C)O2)=[C:29]([NH:31]C(=O)OC(C)(C)C)[CH:30]=1.C(=O)([O-])[O-].[K+].[K+], predict the reaction product. (8) Given the reactants [F:1][C:2]1[CH:20]=[CH:19][C:5]([O:6][C:7]2[CH:8]=[CH:9][C:10]3[N:14]=[C:13]([CH2:15][OH:16])[N:12]([CH3:17])[C:11]=3[CH:18]=2)=[CH:4][C:3]=1[CH3:21].O[C:23]1[CH:24]=[C:25]([CH:30]=[CH:31][CH:32]=1)[C:26]([O:28][CH3:29])=[O:27].C(P(CCCC)CCCC)CCC.N(C(N1CCCCC1)=O)=NC(N1CCCCC1)=O, predict the reaction product. The product is: [F:1][C:2]1[CH:20]=[CH:19][C:5]([O:6][C:7]2[CH:8]=[CH:9][C:10]3[N:14]=[C:13]([CH2:15][O:16][C:23]4[CH:24]=[C:25]([CH:30]=[CH:31][CH:32]=4)[C:26]([O:28][CH3:29])=[O:27])[N:12]([CH3:17])[C:11]=3[CH:18]=2)=[CH:4][C:3]=1[CH3:21].